This data is from Reaction yield outcomes from USPTO patents with 853,638 reactions. The task is: Predict the reaction yield, written as a fraction of the theoretical maximum amount of product (1.0 means a 100% yield; for example, 0.34 means a 34% yield). The reactants are Cl[C:2]1[C:11]2[C:6](=[CH:7][C:8]([O:14][CH3:15])=[C:9]([O:12][CH3:13])[CH:10]=2)[N:5]=[CH:4][CH:3]=1.[C:16]([O:25][CH2:26][CH:27]([CH3:29])[CH3:28])(=[O:24])[C:17]1[C:18](=[CH:20][CH:21]=[CH:22][CH:23]=1)[OH:19]. The product is [CH3:13][O:12][C:9]1[CH:10]=[C:11]2[C:6](=[CH:7][C:8]=1[O:14][CH3:15])[N:5]=[CH:4][CH:3]=[C:2]2[O:19][C:18]1[CH:20]=[CH:21][CH:22]=[CH:23][C:17]=1[C:16]([O:25][CH2:26][CH:27]([CH3:29])[CH3:28])=[O:24]. The catalyst is CN(C)C1C=CN=CC=1.ClC1C=CC=CC=1Cl. The yield is 0.250.